This data is from Forward reaction prediction with 1.9M reactions from USPTO patents (1976-2016). The task is: Predict the product of the given reaction. Given the reactants [ClH:1].[N:2]1([CH2:8][CH2:9][CH2:10][O:11][C:12]2[CH:20]=[CH:19][C:15]([C:16](O)=[O:17])=[C:14]([C:21]([F:24])([F:23])[F:22])[CH:13]=2)[CH2:7][CH2:6][CH2:5][CH2:4][CH2:3]1, predict the reaction product. The product is: [ClH:1].[N:2]1([CH2:8][CH2:9][CH2:10][O:11][C:12]2[CH:20]=[CH:19][C:15]([C:16]([Cl:1])=[O:17])=[C:14]([C:21]([F:24])([F:23])[F:22])[CH:13]=2)[CH2:7][CH2:6][CH2:5][CH2:4][CH2:3]1.